From a dataset of Aqueous solubility values for 9,982 compounds from the AqSolDB database. Regression/Classification. Given a drug SMILES string, predict its absorption, distribution, metabolism, or excretion properties. Task type varies by dataset: regression for continuous measurements (e.g., permeability, clearance, half-life) or binary classification for categorical outcomes (e.g., BBB penetration, CYP inhibition). For this dataset (solubility_aqsoldb), we predict Y. (1) The drug is Nc1nc2cncnc2[nH]1. The Y is -2.43 log mol/L. (2) The molecule is CC(=O)Oc1ccc(C(N)=O)cc1. The Y is -1.64 log mol/L. (3) The molecule is C=COC(=O)CCCCC(C)(C)C. The Y is -7.12 log mol/L. (4) The compound is O=C(c1ccccc1)C1(O)CCCCC1. The Y is -2.66 log mol/L. (5) The drug is Nc1c2ccccc2nc2cccc([N+](=O)[O-])c12. The Y is -1.84 log mol/L.